Dataset: Forward reaction prediction with 1.9M reactions from USPTO patents (1976-2016). Task: Predict the product of the given reaction. (1) Given the reactants Br[CH2:2][CH2:3][CH2:4][CH2:5][C:6]([O:8][CH2:9][C:10]1[CH:15]=[CH:14][CH:13]=[CH:12][CH:11]=1)=[O:7].[OH:16][C:17]1[C:18](=[O:28])[C:19]2[C:24]([C:25](=[O:27])[CH:26]=1)=[CH:23][CH:22]=[CH:21][CH:20]=2, predict the reaction product. The product is: [O:28]=[C:18]1[C:19]2[C:24](=[CH:23][CH:22]=[CH:21][CH:20]=2)[C:25]([O:27][CH2:2][CH2:3][CH2:4][CH2:5][C:6]([O:8][CH2:9][C:10]2[CH:15]=[CH:14][CH:13]=[CH:12][CH:11]=2)=[O:7])=[CH:26][C:17]1=[O:16]. (2) The product is: [CH2:21]([O:20][C:17]1[CH:16]=[N:15][C:14]([N:1]2[CH2:6][CH2:5][CH:4]([C@H:7]3[CH2:9][C@H:8]3[CH2:10][CH2:11][OH:12])[CH2:3][CH2:2]2)=[N:19][CH:18]=1)[CH3:22]. Given the reactants [NH:1]1[CH2:6][CH2:5][CH:4]([C@H:7]2[CH2:9][C@H:8]2[CH2:10][CH2:11][OH:12])[CH2:3][CH2:2]1.Cl[C:14]1[N:19]=[CH:18][C:17]([O:20][CH2:21][CH3:22])=[CH:16][N:15]=1.C(=O)([O-])[O-].[Cs+].[Cs+], predict the reaction product. (3) The product is: [OH:8][C:9]1[C:18]([O:19][CH3:20])=[CH:17][CH:16]=[C:15]2[C:10]=1[CH2:11][CH2:12][N:13]1[CH2:24][CH:23]([C:25]3[CH:26]=[C:27]([CH3:31])[CH:28]=[CH:29][CH:30]=3)[C:22](=[O:32])[CH2:21][CH:14]12. Given the reactants C([O:8][C:9]1[C:18]([O:19][CH3:20])=[CH:17][CH:16]=[C:15]2[C:10]=1[CH2:11][CH2:12][N:13]1[CH2:24][CH:23]([C:25]3[CH:26]=[C:27]([CH3:31])[CH:28]=[CH:29][CH:30]=3)[C:22](=[O:32])[CH2:21][CH:14]12)C1C=CC=CC=1.CO, predict the reaction product. (4) Given the reactants [F:1][C:2]1[CH:7]=[CH:6][C:5]([NH:8][C:9]2[O:13][C:12]([C:14]3[NH:18][C:17]4[CH:19]=[CH:20][C:21]([C@H:23]5[CH2:28][CH2:27][C@H:26]([O:29][CH2:30][CH2:31][C:32]([O:34]C)=[O:33])[CH2:25][CH2:24]5)=[CH:22][C:16]=4[N:15]=3)=[N:11][N:10]=2)=[CH:4][CH:3]=1.[OH-].[Na+].Cl, predict the reaction product. The product is: [F:1][C:2]1[CH:3]=[CH:4][C:5]([NH:8][C:9]2[O:13][C:12]([C:14]3[NH:18][C:17]4[CH:19]=[CH:20][C:21]([C@H:23]5[CH2:24][CH2:25][C@H:26]([O:29][CH2:30][CH2:31][C:32]([OH:34])=[O:33])[CH2:27][CH2:28]5)=[CH:22][C:16]=4[N:15]=3)=[N:11][N:10]=2)=[CH:6][CH:7]=1.